Dataset: Reaction yield outcomes from USPTO patents with 853,638 reactions. Task: Predict the reaction yield, written as a fraction of the theoretical maximum amount of product (1.0 means a 100% yield; for example, 0.34 means a 34% yield). (1) The reactants are [Cl:1][C:2]1[CH:11]=[CH:10][CH:9]=[CH:8][C:3]=1[CH:4]=[CH:5][CH:6]=O.[NH2:12][NH:13][C:14]([NH2:16])=[S:15]. No catalyst specified. The product is [Cl:1][C:2]1[CH:11]=[CH:10][CH:9]=[CH:8][C:3]=1[CH:4]=[CH:5][CH:6]=[N:12][NH:13][C:14]([NH2:16])=[S:15]. The yield is 0.550. (2) No catalyst specified. The reactants are CS([C:5]1[O:6][C:7]([C:10]2[CH:11]=[CH:12][C:13]3[O:17][CH:16]=[C:15]([C:18]4[CH:23]=[CH:22][C:21]([O:24][C:25]([F:28])([F:27])[F:26])=[CH:20][CH:19]=4)[C:14]=3[CH:29]=2)=[N:8][N:9]=1)(=O)=O.[CH3:30][OH:31]. The yield is 0.0400. The product is [CH3:30][O:31][C:5]1[O:6][C:7]([C:10]2[CH:11]=[CH:12][C:13]3[O:17][CH:16]=[C:15]([C:18]4[CH:19]=[CH:20][C:21]([O:24][C:25]([F:28])([F:26])[F:27])=[CH:22][CH:23]=4)[C:14]=3[CH:29]=2)=[N:8][N:9]=1. (3) The product is [Br:1][C:2]1[N:3]=[C:4]([NH:10][C:11]2[CH:12]=[N:13][C:14]([N:17]3[CH2:22][CH2:21][N:20]([CH:25]4[CH2:26][O:23][CH2:24]4)[CH2:19][CH2:18]3)=[CH:15][CH:16]=2)[C:5](=[O:9])[N:6]([CH3:8])[CH:7]=1. The catalyst is CO.[Cl-].[Zn+2].[Cl-].C(OCC)C. The yield is 0.640. The reactants are [Br:1][C:2]1[N:3]=[C:4]([NH:10][C:11]2[CH:12]=[N:13][C:14]([N:17]3[CH2:22][CH2:21][NH:20][CH2:19][CH2:18]3)=[CH:15][CH:16]=2)[C:5](=[O:9])[N:6]([CH3:8])[CH:7]=1.[O:23]1[CH2:26][C:25](=O)[CH2:24]1.[BH3-]C#N.[Na+]. (4) The reactants are FC(F)(F)S(O[C@@H:7]([C:12]1[CH:13]=[N:14][C:15]([Cl:18])=[CH:16][CH:17]=1)[C:8]([F:11])([F:10])[F:9])(=O)=O.[OH:21][C@@H:22]1[CH2:26][NH:25][CH2:24][C@H:23]1[NH:27][C:28](=[O:37])[O:29][CH2:30][C:31]1[CH:36]=[CH:35][CH:34]=[CH:33][CH:32]=1.C([O-])([O-])=O.[K+].[K+].O. The catalyst is C1COCC1.C(OCC)(=O)C. The product is [Cl:18][C:15]1[N:14]=[CH:13][C:12]([C@@H:7]([N:25]2[CH2:26][C@@H:22]([OH:21])[C@H:23]([NH:27][C:28](=[O:37])[O:29][CH2:30][C:31]3[CH:32]=[CH:33][CH:34]=[CH:35][CH:36]=3)[CH2:24]2)[C:8]([F:11])([F:10])[F:9])=[CH:17][CH:16]=1. The yield is 0.592. (5) The reactants are [OH:1][C@@H:2]([C:17]1[S:18][CH:19]=[CH:20][N:21]=1)[C@@H:3]([NH:6]C(=O)OCC1C=CC=CC=1)[CH2:4][CH3:5].N1CCCCC1.I[Si](C)(C)C.S([O-])([O-])(=O)=S.[Na+].[Na+]. The catalyst is C(#N)C.CCOC(C)=O.O. The product is [NH2:6][C@@H:3]([CH2:4][CH3:5])[C@H:2]([C:17]1[S:18][CH:19]=[CH:20][N:21]=1)[OH:1]. The yield is 0.670. (6) The reactants are [C:1]1([CH:7]([C:14]2[CH:19]=[CH:18][CH:17]=[C:16]([C:20]([F:23])([F:22])[F:21])[CH:15]=2)[N:8]2[CH2:13][CH2:12][NH:11][CH2:10][CH2:9]2)[CH:6]=[CH:5][CH:4]=[CH:3][CH:2]=1.Br[CH2:25][C:26]([O:28][C:29]([CH3:32])([CH3:31])[CH3:30])=[O:27].C(N(CC)CC)C.O. The catalyst is C(#N)C.C(Cl)Cl. The product is [C:1]1([CH:7]([C:14]2[CH:19]=[CH:18][CH:17]=[C:16]([C:20]([F:23])([F:22])[F:21])[CH:15]=2)[N:8]2[CH2:9][CH2:10][N:11]([CH2:25][C:26]([O:28][C:29]([CH3:32])([CH3:31])[CH3:30])=[O:27])[CH2:12][CH2:13]2)[CH:6]=[CH:5][CH:4]=[CH:3][CH:2]=1. The yield is 0.670.